From a dataset of Blood-brain barrier permeability classification from the B3DB database. Regression/Classification. Given a drug SMILES string, predict its absorption, distribution, metabolism, or excretion properties. Task type varies by dataset: regression for continuous measurements (e.g., permeability, clearance, half-life) or binary classification for categorical outcomes (e.g., BBB penetration, CYP inhibition). Dataset: b3db_classification. (1) The drug is COc1ccc(CCN2CCN(c3ccccc3Cl)CC2)cc1OC. The result is 1 (penetrates BBB). (2) The drug is O=c1c(Br)ccc2n1CC1CNCC2C1. The result is 1 (penetrates BBB).